Dataset: Catalyst prediction with 721,799 reactions and 888 catalyst types from USPTO. Task: Predict which catalyst facilitates the given reaction. (1) The catalyst class is: 85. Product: [C:1]1([C:23]2[CH:28]=[CH:27][CH:26]=[CH:25][CH:24]=2)[CH:2]=[CH:3][C:4]([O:7][CH:8]2[CH2:12][CH2:11][N:10]([C:13]3[CH:18]=[CH:17][C:16]([O:19][CH2:44][C@H:45]4[CH2:47][O:46]4)=[C:15]([O:20][CH3:21])[CH:14]=3)[C:9]2=[O:22])=[CH:5][CH:6]=1. Reactant: [C:1]1([C:23]2[CH:28]=[CH:27][CH:26]=[CH:25][CH:24]=2)[CH:6]=[CH:5][C:4]([O:7][CH:8]2[CH2:12][CH2:11][N:10]([C:13]3[CH:18]=[CH:17][C:16]([OH:19])=[C:15]([O:20][CH3:21])[CH:14]=3)[C:9]2=[O:22])=[CH:3][CH:2]=1.[F-].[Cs+].[N+](C1C=C(S(O[CH2:44][C@H:45]2[CH2:47][O:46]2)(=O)=O)C=CC=1)([O-])=O. (2) Reactant: [NH2:1][C:2]1[N:3]=[CH:4][C:5]([C:10]2[N:11]=[C:12]([C:30]([CH3:33])([CH3:32])[CH3:31])[NH:13][C:14]=2[C:15]2[CH:20]=[CH:19][N:18]=[C:17]([NH:21][C:22]3[CH:27]=[CH:26][N:25]=[C:24]([O:28][CH3:29])[CH:23]=3)[N:16]=2)=N[C:7]=1[O:8][CH3:9].BrC1N=C(C(C)(C)C)N([CH2:55][O:56][CH2:57][CH2:58][Si:59]([CH3:62])([CH3:61])[CH3:60])C=1C1C=CN=C(NC2C=CN=C(OC)C=2)N=1.[CH3:67]OC1C(N)=NC=C(B2OC(C)(C)C(C)(C)O2)N=1.C([O-])([O-])=O.[Na+].[Na+]. Product: [NH2:1][C:2]1[N:3]=[CH:4][C:5]([C:10]2[N:11]=[C:12]([C:30]([CH3:32])([CH3:31])[CH3:33])[N:13]([CH2:55][O:56][CH2:57][CH2:58][Si:59]([CH3:62])([CH3:61])[CH3:60])[C:14]=2[C:15]2[CH:20]=[CH:19][N:18]=[C:17]([NH:21][C:22]3[CH:27]=[CH:26][N:25]=[C:24]([O:28][CH3:29])[CH:23]=3)[N:16]=2)=[CH:67][C:7]=1[O:8][CH3:9]. The catalyst class is: 104. (3) Reactant: [Cl:1][C:2]1[CH:7]=[C:6]([F:8])[CH:5]=[CH:4][C:3]=1[C@H:9]1[C:14]([C:15]([O:17][CH3:18])=[O:16])=[C:13]([CH3:19])[NH:12][C:11]([C:20]2[S:21][CH:22]=[CH:23][N:24]=2)=[N:10]1.C1C(=O)N([Br:32])C(=O)C1. Product: [Br:32][CH2:19][C:13]1[NH:12][C:11]([C:20]2[S:21][CH:22]=[CH:23][N:24]=2)=[N:10][C@@H:9]([C:3]2[CH:4]=[CH:5][C:6]([F:8])=[CH:7][C:2]=2[Cl:1])[C:14]=1[C:15]([O:17][CH3:18])=[O:16]. The catalyst class is: 53. (4) Reactant: [OH:1][CH2:2][C@@H:3]([N:5]1[C:13](=[O:14])[C:12]2[C:7](=[CH:8][CH:9]=[CH:10][CH:11]=2)[C:6]1=[O:15])[CH3:4].CCN(C(C)C)C(C)C.Cl[CH2:26][O:27][CH3:28].O. Product: [CH3:26][O:27][CH2:28][O:1][CH2:2][C@@H:3]([N:5]1[C:13](=[O:14])[C:12]2[C:7](=[CH:8][CH:9]=[CH:10][CH:11]=2)[C:6]1=[O:15])[CH3:4]. The catalyst class is: 22.